From a dataset of Full USPTO retrosynthesis dataset with 1.9M reactions from patents (1976-2016). Predict the reactants needed to synthesize the given product. (1) The reactants are: [CH3:1][CH:2]([CH3:7])[CH2:3]B(O)O.[C:8]([C:10]1[CH:11]=[C:12]([CH:17]=[CH:18][C:19]=1OS(C(F)(F)F)(=O)=O)[C:13]([O:15][CH3:16])=[O:14])#[N:9].C([O-])([O-])=O.[Cs+].[Cs+]. Given the product [C:8]([C:10]1[CH:11]=[C:12]([CH:17]=[CH:18][C:19]=1[CH2:1][CH:2]([CH3:7])[CH3:3])[C:13]([O:15][CH3:16])=[O:14])#[N:9], predict the reactants needed to synthesize it. (2) Given the product [Cl:24][C:25]1[C:30]([F:31])=[N:29][CH:28]=[C:27]([O:32][CH2:2][CH2:3][CH2:4][O:5][CH:6]2[CH2:11][CH2:10][CH2:9][CH2:8][O:7]2)[CH:26]=1, predict the reactants needed to synthesize it. The reactants are: Br[CH2:2][CH2:3][CH2:4][O:5][CH:6]1[CH2:11][CH2:10][CH2:9][CH2:8][O:7]1.C(=O)([O-])[O-].[Cs+].[Cs+].CN(C)C(=O)C.[Cl:24][C:25]1[CH:26]=[C:27]([OH:32])[CH:28]=[N:29][C:30]=1[F:31]. (3) The reactants are: [C:1]([NH:4][C:5]1[S:6][CH:7]=[C:8]([CH2:10][CH2:11][C:12]2[CH:17]=[CH:16][C:15]([NH:18][C:19](=[O:29])[CH2:20][NH:21]C(=O)OC(C)(C)C)=[CH:14][CH:13]=2)[N:9]=1)(=[O:3])[CH3:2].[ClH:30]. Given the product [ClH:30].[C:1]([NH:4][C:5]1[S:6][CH:7]=[C:8]([CH2:10][CH2:11][C:12]2[CH:17]=[CH:16][C:15]([NH:18][C:19](=[O:29])[CH2:20][NH2:21])=[CH:14][CH:13]=2)[N:9]=1)(=[O:3])[CH3:2], predict the reactants needed to synthesize it. (4) Given the product [F:30][C:31]1[CH:32]=[C:33]([CH:36]=[CH:37][CH:38]=1)[CH2:34][NH:35][CH2:28][C@@:17]12[CH2:27][CH2:26][CH2:25][N:18]1[C@@H:19]([C:21]([Cl:24])([Cl:23])[Cl:22])[O:20][C:16]2=[O:15], predict the reactants needed to synthesize it. The reactants are: C(O[BH-](OC(=O)C)OC(=O)C)(=O)C.[Na+].[O:15]=[C:16]1[O:20][C@H:19]([C:21]([Cl:24])([Cl:23])[Cl:22])[N:18]2[CH2:25][CH2:26][CH2:27][C@@:17]12[CH:28]=O.[F:30][C:31]1[CH:32]=[C:33]([CH:36]=[CH:37][CH:38]=1)[CH2:34][NH2:35].C(O)(=O)C. (5) Given the product [Cl:1][C:2]1[CH:3]=[CH:4][C:5]([C:8]2[N:9]([C:10]3[CH:15]=[CH:14][C:13]([S:16]([CH3:19])(=[O:17])=[O:18])=[CH:12][CH:11]=3)[CH2:27][C:28]([C:29]([O:31][CH2:32][CH3:33])=[O:30])([OH:34])[N:20]=2)=[CH:6][CH:7]=1, predict the reactants needed to synthesize it. The reactants are: [Cl:1][C:2]1[CH:7]=[CH:6][C:5]([C:8](=[NH:20])[NH:9][C:10]2[CH:15]=[CH:14][C:13]([S:16]([CH3:19])(=[O:18])=[O:17])=[CH:12][CH:11]=2)=[CH:4][CH:3]=1.C(=O)(O)[O-].[Na+].Br[CH2:27][C:28](=[O:34])[C:29]([O:31][CH2:32][CH3:33])=[O:30].